Predict which catalyst facilitates the given reaction. From a dataset of Catalyst prediction with 721,799 reactions and 888 catalyst types from USPTO. (1) Reactant: C1OCCOCCOCCOCCOCCOC1.[CH3:19][O:20][C:21]([CH2:23]P(OC)(OC)=O)=[O:22].C[Si](C)(C)[N-][Si](C)(C)C.[K+].[CH3:40][C:41]([C:43]1[CH:48]=[CH:47][C:46]([N+:49]([O-:51])=[O:50])=[CH:45][CH:44]=1)=O.[Cl-].[NH4+]. Product: [N+:49]([C:46]1[CH:47]=[CH:48][C:43](/[C:41](/[CH3:40])=[CH:23]/[C:21]([O:20][CH3:19])=[O:22])=[CH:44][CH:45]=1)([O-:51])=[O:50]. The catalyst class is: 11. (2) Reactant: C(OC([N:8]1[CH2:12][CH2:11][C@H:10]([C@@H:13]([OH:18])[CH2:14][O:15][CH2:16][CH3:17])[CH2:9]1)=O)(C)(C)C.[H-].[Na+].[Cl:21][C:22]1[CH:27]=[C:26]([Cl:28])[CH:25]=[CH:24][C:23]=1F.CCO. Product: [Cl:21][C:22]1[CH:27]=[C:26]([Cl:28])[CH:25]=[CH:24][C:23]=1[O:18][C@H:13]([C@H:10]1[CH2:11][CH2:12][NH:8][CH2:9]1)[CH2:14][O:15][CH2:16][CH3:17]. The catalyst class is: 517. (3) Reactant: [CH3:1][C:2]1[O:6][C:5]([C:7]2[CH:15]=[CH:14][C:10]([C:11](O)=[O:12])=[CH:9][CH:8]=2)=[N:4][C:3]=1[CH2:16][O:17][C:18]1[CH:23]=[CH:22][CH:21]=[C:20]([C:24]([OH:33])([C:29]([F:32])([F:31])[F:30])[C:25]([F:28])([F:27])[F:26])[CH:19]=1.[CH3:34][NH:35][CH3:36].Cl.CN1CCOCC1.CCN=C=NCCCN(C)C.C1C=CC2N(O)N=NC=2C=1. Product: [CH3:34][N:35]([CH3:36])[C:11](=[O:12])[C:10]1[CH:9]=[CH:8][C:7]([C:5]2[O:6][C:2]([CH3:1])=[C:3]([CH2:16][O:17][C:18]3[CH:23]=[CH:22][CH:21]=[C:20]([C:24]([OH:33])([C:25]([F:27])([F:28])[F:26])[C:29]([F:31])([F:30])[F:32])[CH:19]=3)[N:4]=2)=[CH:15][CH:14]=1. The catalyst class is: 34. (4) The catalyst class is: 2. Reactant: [Cl:1][C:2]1[CH:7]=[CH:6][C:5]([CH2:8][N:9]2[CH2:13][CH2:12][CH2:11][CH2:10]2)=[CH:4][C:3]=1[C:14]1[C:18]([C:19]2[N:23]=[CH:22][N:21](COCC[Si](C)(C)C)[N:20]=2)=[CH:17][N:16]([C:32]2[C:37]([CH3:38])=[CH:36][N:35]=[C:34]([NH:39][C:40](=[O:43])[O:41][CH3:42])[CH:33]=2)[N:15]=1.C(O)(C(F)(F)F)=O. Product: [Cl:1][C:2]1[CH:7]=[CH:6][C:5]([CH2:8][N:9]2[CH2:13][CH2:12][CH2:11][CH2:10]2)=[CH:4][C:3]=1[C:14]1[C:18]([C:19]2[N:23]=[CH:22][NH:21][N:20]=2)=[CH:17][N:16]([C:32]2[C:37]([CH3:38])=[CH:36][N:35]=[C:34]([NH:39][C:40](=[O:43])[O:41][CH3:42])[CH:33]=2)[N:15]=1. (5) Reactant: [CH:1]([C:3]1C=C[C:6]([N:9]2[CH2:14][CH2:13][N:12]([C:15]([O:17][C:18]([CH3:21])([CH3:20])[CH3:19])=[O:16])[CH2:11][CH2:10]2)=[CH:5][C:4]=1O)=O.[S:23]1[C:27]2[CH:28]=[CH:29][CH:30]=[CH:31][C:26]=2[N:25]=[C:24]1[CH2:32][C:33]([O:35][CH2:36][CH3:37])=[O:34].N1CCCCC1.C(O)(=O)C. Product: [S:23]1[C:27]2[CH:28]=[CH:29][CH:30]=[CH:31][C:26]=2[N:25]=[C:24]1[C:32]1[C:33](=[O:34])[O:35][C:36]2[C:3]([CH:1]=1)=[CH:4][CH:5]=[C:6]([N:9]1[CH2:10][CH2:11][N:12]([C:15]([O:17][C:18]([CH3:21])([CH3:20])[CH3:19])=[O:16])[CH2:13][CH2:14]1)[CH:37]=2. The catalyst class is: 14. (6) Reactant: [F:1][C:2]1[CH:3]=[C:4]([C:9](=[C:13]([C:18]([O:20]C)=O)[C:14]([O:16][CH3:17])=[O:15])[CH:10]([F:12])[F:11])[CH:5]=[CH:6][C:7]=1[F:8].[F:22][C:23]1[C:24]([C:30](=[NH:32])[NH2:31])=[N:25][CH:26]=[C:27]([F:29])[CH:28]=1. Product: [F:12][CH:10]([F:11])[C:9]1([C:4]2[CH:5]=[CH:6][C:7]([F:8])=[C:2]([F:1])[CH:3]=2)[CH:13]([C:14]([O:16][CH3:17])=[O:15])[C:18](=[O:20])[NH:32][C:30]([C:24]2[C:23]([F:22])=[CH:28][C:27]([F:29])=[CH:26][N:25]=2)=[N:31]1. The catalyst class is: 12. (7) Reactant: [Cl:1][C:2]1[C:3]([OH:11])=[C:4]([CH:8]=[CH:9][CH:10]=1)[C:5]([OH:7])=O.[CH2:12]([O:14][C:15]([C:17]1([NH2:26])[CH2:25][C:24]2[C:19](=[CH:20][CH:21]=[CH:22][CH:23]=2)[CH2:18]1)=[O:16])[CH3:13].CN(C(ON1N=NC2C=CC=NC1=2)=[N+](C)C)C.F[P-](F)(F)(F)(F)F.CCN(C(C)C)C(C)C. Product: [CH2:12]([O:14][C:15]([C:17]1([NH:26][C:5](=[O:7])[C:4]2[CH:8]=[CH:9][CH:10]=[C:2]([Cl:1])[C:3]=2[OH:11])[CH2:25][C:24]2[C:19](=[CH:20][CH:21]=[CH:22][CH:23]=2)[CH2:18]1)=[O:16])[CH3:13]. The catalyst class is: 3. (8) Reactant: [F:1][C:2]1[CH:3]=[C:4]([CH:29]=[CH:30][CH:31]=1)[CH2:5][N:6]1[C:14]2[C:9](=[CH:10][C:11]([NH:15][C:16]3[C:21]4=[C:22]([CH3:28])[C:23]([C:25](O)=O)=[CH:24][N:20]4[N:19]=[CH:18][N:17]=3)=[CH:12][CH:13]=2)[CH:8]=[N:7]1.[C:32]([O:36][C:37]([N:39]1[CH2:44][CH2:43][O:42][CH2:41][CH:40]1[CH2:45][OH:46])=[O:38])([CH3:35])([CH3:34])[CH3:33].[CH2:47]([N:49](CC)CC)C.C1(P(N=[N+]=[N-])(C2C=CC=CC=2)=O)C=CC=CC=1.[OH2:71]. Product: [CH2:23]([C:22]1[C:28]([NH:49][C:47]([O:46][CH2:45][C@@H:40]2[CH2:41][O:42][CH2:43][CH2:44][N:39]2[C:37]([O:36][C:32]([CH3:35])([CH3:34])[CH3:33])=[O:38])=[O:71])=[CH:24][N:20]2[C:21]=1[C:16]([NH:15][C:11]1[CH:10]=[C:9]3[C:14](=[CH:13][CH:12]=1)[N:6]([CH2:5][C:4]1[CH:29]=[CH:30][CH:31]=[C:2]([F:1])[CH:3]=1)[N:7]=[CH:8]3)=[N:17][CH:18]=[N:19]2)[CH3:25]. The catalyst class is: 182. (9) Reactant: [N+:1]([C:4]1[CH:9]=[CH:8][C:7]([N:10]2[C:14]([C:15](OC)=[O:16])=[CH:13][C:12]([C:19]([F:22])([F:21])[F:20])=[N:11]2)=[CH:6][CH:5]=1)([O-:3])=[O:2].[BH4-].[Na+]. Product: [N+:1]([C:4]1[CH:9]=[CH:8][C:7]([N:10]2[C:14]([CH2:15][OH:16])=[CH:13][C:12]([C:19]([F:22])([F:21])[F:20])=[N:11]2)=[CH:6][CH:5]=1)([O-:3])=[O:2]. The catalyst class is: 87. (10) Reactant: [Cl:1][C:2]1[CH:3]=[C:4]([CH:9]2[C:18]3[C:13](=[CH:14][C:15]([O:19]C)=[CH:16][CH:17]=3)[CH2:12][N:11]([S:21]([C:24]3[CH:29]=[CH:28][CH:27]=[CH:26][C:25]=3[N+:30]([O-:32])=[O:31])(=[O:23])=[O:22])[CH2:10]2)[CH:5]=[CH:6][C:7]=1[Cl:8].B(Br)(Br)Br. Product: [Cl:1][C:2]1[CH:3]=[C:4]([CH:9]2[C:18]3[C:13](=[CH:14][C:15]([OH:19])=[CH:16][CH:17]=3)[CH2:12][N:11]([S:21]([C:24]3[CH:29]=[CH:28][CH:27]=[CH:26][C:25]=3[N+:30]([O-:32])=[O:31])(=[O:23])=[O:22])[CH2:10]2)[CH:5]=[CH:6][C:7]=1[Cl:8]. The catalyst class is: 4.